The task is: Predict the product of the given reaction.. This data is from Forward reaction prediction with 1.9M reactions from USPTO patents (1976-2016). (1) Given the reactants [Br:1][C:2]1[C:6](Br)=[CH:5][S:4][CH:3]=1.C([Li])CCC.[CH2:13]([S:15]SCC)[CH3:14].[OH-].[Na+], predict the reaction product. The product is: [Br:1][C:2]1[C:6]([S:15][CH2:13][CH3:14])=[CH:5][S:4][CH:3]=1. (2) Given the reactants [NH2:1][C:2]1[N:7]=[CH:6][N:5]=[C:4]2[N:8]([C@@H:24]3[CH2:27][C@H:26]([OH:28])[CH2:25]3)[N:9]=[C:10]([C:11]3[CH:16]=[CH:15][C:14]([O:17][C:18]4[CH:23]=[CH:22][CH:21]=[CH:20][CH:19]=4)=[CH:13][CH:12]=3)[C:3]=12.[N+:29]([C:32]1[CH:40]=[CH:39][C:35]([C:36](O)=[O:37])=[CH:34][CH:33]=1)([O-:31])=[O:30].C1(P(C2C=CC=CC=2)C2C=CC=CC=2)C=CC=CC=1.N(C(OCC)=O)=NC(OCC)=O, predict the reaction product. The product is: [N+:29]([C:32]1[CH:33]=[CH:34][C:35]([C:36]([O:28][C@H:26]2[CH2:25][C@H:24]([N:8]3[C:4]4=[N:5][CH:6]=[N:7][C:2]([NH2:1])=[C:3]4[C:10]([C:11]4[CH:12]=[CH:13][C:14]([O:17][C:18]5[CH:23]=[CH:22][CH:21]=[CH:20][CH:19]=5)=[CH:15][CH:16]=4)=[N:9]3)[CH2:27]2)=[O:37])=[CH:39][CH:40]=1)([O-:31])=[O:30]. (3) Given the reactants [N:1]1([CH:7]2[CH2:11][CH2:10][NH:9][C:8]2=[O:12])[CH2:6][CH2:5][CH2:4][CH2:3][CH2:2]1.[H-].[Na+].[Br:15][C:16]1[CH:17]=[C:18]([Cl:25])[C:19]([CH2:23]Br)=[C:20]([Cl:22])[CH:21]=1, predict the reaction product. The product is: [Br:15][C:16]1[CH:17]=[C:18]([Cl:25])[C:19]([CH2:23][N:9]2[CH2:10][CH2:11][CH:7]([N:1]3[CH2:2][CH2:3][CH2:4][CH2:5][CH2:6]3)[C:8]2=[O:12])=[C:20]([Cl:22])[CH:21]=1. (4) Given the reactants [OH:1][CH:2]1[CH2:7][CH2:6][N:5]([C:8]([N:10]2[CH2:15][CH:14]([C:16]3[CH:21]=[CH:20][C:19]([O:22][C:23]([F:26])([F:25])[F:24])=[C:18]([CH3:27])[CH:17]=3)[CH2:13][CH:12]([C:28]([OH:30])=O)[CH2:11]2)=[O:9])[CH2:4][CH2:3]1.O[N:32]=[C:33]([CH:35]1[CH2:37][CH2:36]1)[NH2:34], predict the reaction product. The product is: [CH:35]1([C:33]2[N:34]=[C:28]([CH:12]3[CH2:13][CH:14]([C:16]4[CH:21]=[CH:20][C:19]([O:22][C:23]([F:25])([F:24])[F:26])=[C:18]([CH3:27])[CH:17]=4)[CH2:15][N:10]([C:8]([N:5]4[CH2:6][CH2:7][CH:2]([OH:1])[CH2:3][CH2:4]4)=[O:9])[CH2:11]3)[O:30][N:32]=2)[CH2:37][CH2:36]1. (5) Given the reactants O1CCCC1.[CH3:6][O:7][CH2:8][O:9][C:10]1[CH:19]=[C:18]2[C:13]([CH:14]([CH2:32][CH:33]=[CH2:34])[C:15]([C:22]3[CH:27]=[CH:26][C:25]([O:28][CH2:29][O:30][CH3:31])=[CH:24][CH:23]=3)([CH3:21])[C:16](=[O:20])[O:17]2)=[CH:12][CH:11]=1.[H-].[Al+3].[Li+].[H-].[H-].[H-].[Cl-].[NH4+], predict the reaction product. The product is: [OH:17][C:18]1[CH:19]=[C:10]([O:9][CH2:8][O:7][CH3:6])[CH:11]=[CH:12][C:13]=1[CH:14]([CH2:32][CH:33]=[CH2:34])[C:15]([C:22]1[CH:23]=[CH:24][C:25]([O:28][CH2:29][O:30][CH3:31])=[CH:26][CH:27]=1)([CH3:21])[CH2:16][OH:20]. (6) Given the reactants [Br:1][C:2]1[CH:3]=[C:4]([NH:10][C:11]2[CH:12]=[C:13]3[C:18](=[CH:19][CH:20]=2)[CH2:17][N:16](C(OC(C)(C)C)=O)[CH2:15][CH2:14]3)[C:5](=[O:9])[N:6]([CH3:8])[CH:7]=1.Cl, predict the reaction product. The product is: [Br:1][C:2]1[CH:3]=[C:4]([NH:10][C:11]2[CH:12]=[C:13]3[C:18](=[CH:19][CH:20]=2)[CH2:17][NH:16][CH2:15][CH2:14]3)[C:5](=[O:9])[N:6]([CH3:8])[CH:7]=1.